This data is from Reaction yield outcomes from USPTO patents with 853,638 reactions. The task is: Predict the reaction yield, written as a fraction of the theoretical maximum amount of product (1.0 means a 100% yield; for example, 0.34 means a 34% yield). The reactants are [NH:1]1[C:9]2[C:4](=[CH:5][CH:6]=[C:7]([NH2:10])[CH:8]=2)[CH:3]=[CH:2]1.[OH-:11].[K+].[OH2:13]. The catalyst is CO.C(Cl)Cl. The product is [N+:1]([C:9]1[CH:4]=[CH:5][C:6]([C:3]2[C:4]3[C:9](=[CH:8][C:7]([NH2:10])=[CH:6][CH:5]=3)[NH:1][CH:2]=2)=[CH:7][CH:8]=1)([O-:13])=[O:11]. The yield is 0.340.